Predict the reaction yield, written as a fraction of the theoretical maximum amount of product (1.0 means a 100% yield; for example, 0.34 means a 34% yield). From a dataset of Reaction yield outcomes from USPTO patents with 853,638 reactions. (1) The product is [NH:23]1[C:19]2[C:18](=[CH:17][C:22]([CH2:14][NH:13][CH:12]([CH:55]3[CH2:53][CH2:52]3)[CH3:58])=[CH:21][CH:20]=2)[CH:26]=[CH:24]1. The reactants are C(N(C(C1CC1)C)C(=O)CN1C(=O)[C@:14]2([C:22]3[C:17](=[CH:18][C:19]([NH:23][C:24]([C:26]4C=NOC=4C)=O)=[CH:20][CH:21]=3)CC2)[NH:13][C:12]1=O)C1C=CC=CC=1.CC(OC(OC(O[C:52]([CH3:55])(C)[CH3:53])=O)=O)(C)C.[OH-].[Na+].[CH2:58]1COCC1. The yield is 0.280. No catalyst specified. (2) The reactants are [C:1]([O:5][C:6](=[O:20])[C:7]([CH3:19])([S:9][C:10]1[CH:18]=[CH:17][C:13]([C:14]([OH:16])=[O:15])=[CH:12][CH:11]=1)[CH3:8])([CH3:4])([CH3:3])[CH3:2].[CH2:21]([C:24]1[C:28]([CH2:29]O)=[CH:27][N:26]([CH2:31][C:32]2[CH:37]=[CH:36][C:35]([C:38]([F:41])([F:40])[F:39])=[CH:34][CH:33]=2)[N:25]=1)[CH2:22][CH3:23].C1(N=C=NC2CCCCC2)CCCCC1. The catalyst is CN(C)C1C=CN=CC=1.ClCCl. The product is [C:1]([O:5][C:6](=[O:20])[C:7]([CH3:8])([S:9][C:10]1[CH:11]=[CH:12][C:13]([C:14]([O:16][CH2:29][C:28]2[C:24]([CH2:21][CH2:22][CH3:23])=[N:25][N:26]([CH2:31][C:32]3[CH:33]=[CH:34][C:35]([C:38]([F:41])([F:39])[F:40])=[CH:36][CH:37]=3)[CH:27]=2)=[O:15])=[CH:17][CH:18]=1)[CH3:19])([CH3:2])([CH3:3])[CH3:4]. The yield is 0.860.